Dataset: Full USPTO retrosynthesis dataset with 1.9M reactions from patents (1976-2016). Task: Predict the reactants needed to synthesize the given product. (1) Given the product [CH2:37]([O:36][P:29]([O-:41])([O:31][CH2:32][CH2:33][CH2:34][CH3:35])=[O:30])[CH2:38][CH2:39][CH3:40].[CH2:32]([N+:26]1[CH:27]=[CH:28][N:24]([CH2:8][CH2:9][CH2:10][CH2:11][CH2:12][CH2:13][CH2:14][CH2:15][CH2:16][CH2:17][CH2:18][CH2:19][CH2:20][CH2:21][CH2:22][CH3:23])[CH:25]=1)[CH2:33][CH2:34][CH3:35], predict the reactants needed to synthesize it. The reactants are: C(N1C=CN=C1)C.[CH2:8]([N:24]1[CH:28]=[CH:27][N:26]=[CH:25]1)[CH2:9][CH2:10][CH2:11][CH2:12][CH2:13][CH2:14][CH2:15][CH2:16][CH2:17][CH2:18][CH2:19][CH2:20][CH2:21][CH2:22][CH3:23].[P:29]([O:41]CCCC)([O:36][CH2:37][CH2:38][CH2:39][CH3:40])([O:31][CH2:32][CH2:33][CH2:34][CH3:35])=[O:30]. (2) Given the product [CH2:7]([N:14]1[C:22]2[C:17](=[CH:18][CH:19]=[CH:20][CH:21]=2)[C:16]([C:23]2[O:24][C:25]([CH2:28][OH:29])=[CH:26][CH:27]=2)=[N:15]1)[C:8]1[CH:13]=[CH:12][CH:11]=[CH:10][CH:9]=1, predict the reactants needed to synthesize it. The reactants are: [H-].[Al+3].[Li+].[H-].[H-].[H-].[CH2:7]([N:14]1[C:22]2[C:17](=[CH:18][CH:19]=[CH:20][CH:21]=2)[C:16]([C:23]2[O:24][C:25]([C:28](OCC)=[O:29])=[CH:26][CH:27]=2)=[N:15]1)[C:8]1[CH:13]=[CH:12][CH:11]=[CH:10][CH:9]=1.C(=O)([O-])[O-].[K+].[K+]. (3) Given the product [Cl:32][C:12]1[C:13]([C:28]#[N:29])=[CH:14][N:15]=[CH:16][C:11]=1[C:7]1[CH:8]=[CH:9][CH:10]=[C:5]([O:4][CH2:3][CH2:2][Cl:1])[CH:6]=1, predict the reactants needed to synthesize it. The reactants are: [Cl:1][CH2:2][CH2:3][O:4][C:5]1[CH:6]=[C:7]([C:11]2[C:12](=O)[C:13]([C:28]#[N:29])=[CH:14][N:15](CC3C=CC(OC)=C(OC)C=3)[CH:16]=2)[CH:8]=[CH:9][CH:10]=1.[Li+].[Cl-:32]. (4) Given the product [CH3:47][C:45]1[CH:44]=[C:43]([CH3:48])[N:42]=[C:41]([C:25]2[CH:24]=[CH:23][C:22]([CH2:21][N:12]3[C:13]([NH:14][C:15]4[CH:16]=[CH:17][CH:18]=[CH:19][CH:20]=4)=[C:9]4[C:10]([N:5]([CH2:1][CH:2]([CH3:3])[CH3:4])[C:6](=[O:39])[N:7]([CH3:38])[C:8]4=[O:37])=[N:11]3)=[CH:27][CH:26]=2)[CH:46]=1, predict the reactants needed to synthesize it. The reactants are: [CH2:1]([N:5]1[C:10]2=[N:11][N:12]([CH2:21][C:22]3[CH:27]=[CH:26][C:25](B4OC(C)(C)C(C)(C)O4)=[CH:24][CH:23]=3)[C:13]([NH:14][C:15]3[CH:20]=[CH:19][CH:18]=[CH:17][CH:16]=3)=[C:9]2[C:8](=[O:37])[N:7]([CH3:38])[C:6]1=[O:39])[CH:2]([CH3:4])[CH3:3].Br[C:41]1[CH:46]=[C:45]([CH3:47])[CH:44]=[C:43]([CH3:48])[N:42]=1.C([O-])(O)=O.[Na+]. (5) The reactants are: [C:1]([CH:3]1[CH2:8][CH2:7][N:6]([C:9]([O:11][C:12]([CH3:15])([CH3:14])[CH3:13])=[O:10])[CH2:5][CH2:4]1)#[N:2].F[C:17]1[CH:22]=[CH:21][CH:20]=[CH:19][N:18]=1.C[Si]([N-][Si](C)(C)C)(C)C.[Na+]. Given the product [C:1]([C:3]1([C:17]2[CH:22]=[CH:21][CH:20]=[CH:19][N:18]=2)[CH2:8][CH2:7][N:6]([C:9]([O:11][C:12]([CH3:15])([CH3:14])[CH3:13])=[O:10])[CH2:5][CH2:4]1)#[N:2], predict the reactants needed to synthesize it. (6) The reactants are: [H-].[Na+].[OH:3][CH:4]1[CH2:9][CH2:8][O:7][CH2:6][CH2:5]1.[Br:10][C:11]1[CH:16]=[CH:15][N:14]=[C:13](Cl)[CH:12]=1. Given the product [Br:10][C:11]1[CH:16]=[CH:15][N:14]=[C:13]([O:3][CH:4]2[CH2:9][CH2:8][O:7][CH2:6][CH2:5]2)[CH:12]=1, predict the reactants needed to synthesize it. (7) Given the product [C:20]([C@@H:19]([NH:18][C:13]([C:11]1[CH:10]=[CH:9][CH:8]=[C:7]([CH2:6][C:5]2[CH:4]=[CH:3][C:2]([F:1])=[CH:17][CH:16]=2)[N:12]=1)=[O:15])[CH2:23][CH:24]([CH3:26])[CH3:25])(=[O:21])[NH2:22], predict the reactants needed to synthesize it. The reactants are: [F:1][C:2]1[CH:17]=[CH:16][C:5]([CH2:6][C:7]2[N:12]=[C:11]([C:13]([OH:15])=O)[CH:10]=[CH:9][CH:8]=2)=[CH:4][CH:3]=1.[NH2:18][C@@H:19]([CH2:23][CH:24]([CH3:26])[CH3:25])[C:20]([NH2:22])=[O:21].